Dataset: Forward reaction prediction with 1.9M reactions from USPTO patents (1976-2016). Task: Predict the product of the given reaction. (1) Given the reactants CC(C)[C@H](NC(=O)OC)C(=O)N1CCC[C@H]1C1NC(C2C=CC(B3OC(C)(C)C(C)(C)O3)=CC=2)=CN=1.BrC1C=CC(C2NC([C@H]3N4C(=O)[C@@H]([NH:61][C:62](=[O:71])[O:63][CH2:64][C:65]5[CH:70]=[CH:69][CH:68]=[CH:67][CH:66]=5)CCC(=O)N4CCC3)=NC=2)=CC=1.C(=O)(O)[O-].[Na+], predict the reaction product. The product is: [CH2:64]([O:63][C:62](=[O:71])[NH2:61])[C:65]1[CH:70]=[CH:69][CH:68]=[CH:67][CH:66]=1. (2) Given the reactants [N:1]1[CH:6]=[CH:5][C:4]([CH2:7][CH2:8][C:9]([O:11][C:12]([CH3:15])([CH3:14])[CH3:13])=[O:10])=[CH:3][CH:2]=1.ClC1C=CC=C(C(OO)=O)C=1.C[Si]([C:31]#[N:32])(C)C.CN(C)C(Cl)=O, predict the reaction product. The product is: [C:31]([C:2]1[CH:3]=[C:4]([CH2:7][CH2:8][C:9]([O:11][C:12]([CH3:15])([CH3:14])[CH3:13])=[O:10])[CH:5]=[CH:6][N:1]=1)#[N:32]. (3) Given the reactants C([SiH2][O:6][C:7](C)(C)[C:8]1[CH:16]=[C:15]2[C:11]([CH:12]=[CH:13][N:14]2[CH2:17][O:18][CH2:19][CH2:20][Si:21]([CH3:24])([CH3:23])[CH3:22])=[CH:10][CH:9]=1)(C)(C)C.Cl[C:28]1[CH:33]=[CH:32][N:31]=[C:30]([NH:34][CH:35]2[CH2:40][C:39]([CH3:42])([CH3:41])[NH:38][C:37]([CH3:44])([CH3:43])[CH2:36]2)[N:29]=1.CCCC[N+](CCCC)(CCCC)CCCC.[F-], predict the reaction product. The product is: [CH3:41][C:39]1([CH3:42])[CH2:40][CH:35]([NH:34][C:30]2[N:29]=[C:28]([C:12]3[C:11]4[C:15](=[CH:16][C:8]([CH2:7][OH:6])=[CH:9][CH:10]=4)[N:14]([CH2:17][O:18][CH2:19][CH2:20][Si:21]([CH3:22])([CH3:23])[CH3:24])[CH:13]=3)[CH:33]=[CH:32][N:31]=2)[CH2:36][C:37]([CH3:44])([CH3:43])[NH:38]1. (4) Given the reactants C[O:2][C:3]([C:5]1[CH:10]=[CH:9][C:8]([C:11]2[CH:16]=[CH:15][C:14]([Cl:17])=[CH:13][C:12]=2[Cl:18])=[CH:7][CH:6]=1)=[O:4].[OH-].[Na+].Cl, predict the reaction product. The product is: [Cl:18][C:12]1[CH:13]=[C:14]([Cl:17])[CH:15]=[CH:16][C:11]=1[C:8]1[CH:9]=[CH:10][C:5]([C:3]([OH:4])=[O:2])=[CH:6][CH:7]=1. (5) Given the reactants [C:1]([O:5][C@@H:6]([C:12]1[C:21]([CH3:22])=[CH:20][C:19]2[C:14](=[CH:15][CH:16]=[C:17](Cl)[CH:18]=2)[C:13]=1[O:24][S:25]([C:28]([F:31])([F:30])[F:29])(=[O:27])=[O:26])[C:7]([O:9][CH2:10][CH3:11])=[O:8])([CH3:4])([CH3:3])[CH3:2].C(=O)(O)[O-].[Na+].[CH3:37][N:38](C=O)C, predict the reaction product. The product is: [C:1]([O:5][C@@H:6]([C:12]1[C:21]([CH3:22])=[CH:20][C:19]2[C:14](=[CH:15][CH:16]=[C:17]([C:37]#[N:38])[CH:18]=2)[C:13]=1[O:24][S:25]([C:28]([F:31])([F:30])[F:29])(=[O:27])=[O:26])[C:7]([O:9][CH2:10][CH3:11])=[O:8])([CH3:4])([CH3:3])[CH3:2]. (6) Given the reactants C([C@H]1CSC(=O)N1[C:14]([C@@H:16]([C@@H:29]([OH:45])[CH2:30][CH2:31][C:32]1[CH:37]=[CH:36][C:35]([C:38]2[CH:43]=[CH:42][C:41]([F:44])=[CH:40][CH:39]=2)=[CH:34][CH:33]=1)[CH2:17][N:18]1[C:23](=[O:24])[C:22]2[CH:25]=[CH:26][CH:27]=[CH:28][C:21]=2[N:20]=[N:19]1)=[O:15])C1C=CC=CC=1.[OH:46]O.O.[OH-].[Li+], predict the reaction product. The product is: [F:44][C:41]1[CH:40]=[CH:39][C:38]([C:35]2[CH:36]=[CH:37][C:32]([CH2:31][CH2:30][C@@H:29]([OH:45])[C@H:16]([CH2:17][N:18]3[C:23](=[O:24])[C:22]4[CH:25]=[CH:26][CH:27]=[CH:28][C:21]=4[N:20]=[N:19]3)[C:14]([OH:15])=[O:46])=[CH:33][CH:34]=2)=[CH:43][CH:42]=1. (7) Given the reactants Br[C:2]1[CH:3]=[C:4]([CH:8]=[C:9]([N+:11]([O-:13])=[O:12])[CH:10]=1)[C:5]([OH:7])=[O:6].C(=O)([O-])[O-].[Cs+].[Cs+].[NH:20]1[CH2:25][CH2:24][O:23][CH2:22][CH2:21]1, predict the reaction product. The product is: [O:23]1[CH2:24][CH2:25][N:20]([C:2]2[CH:3]=[C:4]([CH:8]=[C:9]([N+:11]([O-:13])=[O:12])[CH:10]=2)[C:5]([OH:7])=[O:6])[CH2:21][CH2:22]1. (8) Given the reactants [CH3:1][C@@H:2]1[O:6][C:5](=[O:7])[N:4]([CH:8]2[CH2:13][CH2:12][N:11](C(OC(C)(C)C)=O)[CH2:10][CH2:9]2)[C:3]1=[O:21].[ClH:22].O1CCOCC1, predict the reaction product. The product is: [ClH:22].[CH3:1][C@@H:2]1[O:6][C:5](=[O:7])[N:4]([CH:8]2[CH2:13][CH2:12][NH:11][CH2:10][CH2:9]2)[C:3]1=[O:21].